Dataset: Forward reaction prediction with 1.9M reactions from USPTO patents (1976-2016). Task: Predict the product of the given reaction. (1) The product is: [NH2:24][C:7]1[CH:6]=[C:5]([CH3:27])[C:4]([CH:1]2[CH2:2][CH2:3]2)=[CH:9][C:8]=1[NH:10][CH2:11][CH2:12][CH2:13][CH2:14][CH2:15][CH2:16][C:17]([O:19][C:20]([CH3:23])([CH3:22])[CH3:21])=[O:18]. Given the reactants [CH:1]1([C:4]2[C:5]([CH3:27])=[CH:6][C:7]([N+:24]([O-])=O)=[C:8]([NH:10][CH2:11][CH2:12][CH2:13][CH2:14][CH2:15][CH2:16][C:17]([O:19][C:20]([CH3:23])([CH3:22])[CH3:21])=[O:18])[CH:9]=2)[CH2:3][CH2:2]1.[H][H], predict the reaction product. (2) Given the reactants COC1C=CC(C[NH:8][C:9]2[C:14]([C:15]3[N:16]=[CH:17][S:18][C:19]=3[C:20]3[CH:25]=[CH:24][CH:23]=[C:22]([Cl:26])[C:21]=3[Cl:27])=[CH:13][C:12]([C:28]3[CH:29]=[N:30][CH:31]=[CH:32][CH:33]=3)=[CH:11][N:10]=2)=CC=1, predict the reaction product. The product is: [Cl:27][C:21]1[C:22]([Cl:26])=[CH:23][CH:24]=[CH:25][C:20]=1[C:19]1[S:18][CH:17]=[N:16][C:15]=1[C:14]1[C:9]([NH2:8])=[N:10][CH:11]=[C:12]([C:28]2[CH:29]=[N:30][CH:31]=[CH:32][CH:33]=2)[CH:13]=1. (3) Given the reactants [Cl:1][C:2]1[C:7]([C:8]2[CH:9]=[C:10]3[C:14](=C[CH:16]=2)[NH:13][N:12]=[CH:11]3)=[CH:6][CH:5]=[CH:4][N:3]=1.BrC1C=C2C=NN(C(OC(C)(C)C)=O)C2=[N:22]C=1.ClC1C(B2OC(C)(C)C(C)(C)O2)=CC=CN=1.C([O-])([O-])=O.[Na+].[Na+], predict the reaction product. The product is: [Cl:1][C:2]1[C:7]([C:8]2[CH:9]=[C:10]3[CH:11]=[N:12][NH:13][C:14]3=[N:22][CH:16]=2)=[CH:6][CH:5]=[CH:4][N:3]=1.